The task is: Predict the reactants needed to synthesize the given product.. This data is from Full USPTO retrosynthesis dataset with 1.9M reactions from patents (1976-2016). (1) Given the product [C:43]([Si:30]([O:29][CH2:28][C@H:17]1[C@H:18]2[C@@:22]([CH3:25])([C:21]([CH3:27])=[CH:20][CH2:19]2)[CH2:23][CH2:24][C@@H:16]1[C@@:12]1([CH3:15])[CH2:13][CH2:14][C@H:9]([O:8][Si:1]([C:4]([CH3:6])([CH3:5])[CH3:7])([CH3:3])[CH3:2])[CH2:10][C@@H:11]1[CH2:47][O:48][Si:49]([C:52]([CH3:55])([CH3:54])[CH3:53])([CH3:51])[CH3:50])([C:31]1[CH:36]=[CH:35][CH:34]=[CH:33][CH:32]=1)[C:37]1[CH:38]=[CH:39][CH:40]=[CH:41][CH:42]=1)([CH3:46])([CH3:45])[CH3:44], predict the reactants needed to synthesize it. The reactants are: [Si:1]([O:8][C@H:9]1[CH2:14][CH2:13][C@@:12]([C@H:16]2[CH2:24][CH2:23][C@@:22]3([CH3:25])[C@@H:18]([CH2:19][CH2:20][C@:21]3([CH3:27])O)[C@@H:17]2[CH2:28][O:29][Si:30]([C:43]([CH3:46])([CH3:45])[CH3:44])([C:37]2[CH:42]=[CH:41][CH:40]=[CH:39][CH:38]=2)[C:31]2[CH:36]=[CH:35][CH:34]=[CH:33][CH:32]=2)([CH3:15])[C@@H:11]([CH2:47][O:48][Si:49]([C:52]([CH3:55])([CH3:54])[CH3:53])([CH3:51])[CH3:50])[CH2:10]1)([C:4]([CH3:7])([CH3:6])[CH3:5])([CH3:3])[CH3:2].C(Cl)Cl.O=P(Cl)(Cl)Cl.C([O-])(O)=O.[Na+]. (2) Given the product [O:10]=[C:4]1[CH2:3][CH:2]2[N:9]([C:11]([O:13][C:14]([CH3:17])([CH3:16])[CH3:15])=[O:12])[CH:6]([CH2:7][CH2:8]2)[CH2:5]1, predict the reactants needed to synthesize it. The reactants are: Cl.[CH:2]12[NH:9][CH:6]([CH2:7][CH2:8]1)[CH2:5][C:4](=[O:10])[CH2:3]2.[C:11](O[C:11]([O:13][C:14]([CH3:17])([CH3:16])[CH3:15])=[O:12])([O:13][C:14]([CH3:17])([CH3:16])[CH3:15])=[O:12]. (3) The reactants are: CCOC(/N=N/C(OCC)=O)=O.[C:13]([Si:17]([CH3:24])([CH3:23])[O:18][CH:19]([CH3:22])[CH2:20][OH:21])([CH3:16])([CH3:15])[CH3:14].C1(P(C2C=CC=CC=2)C2C=CC=CC=2)C=CC=CC=1.O[N:45]1[C:49](=[O:50])[C:48]2=[CH:51][CH:52]=[CH:53][CH:54]=[C:47]2[C:46]1=[O:55]. Given the product [C:13]([Si:17]([CH3:24])([CH3:23])[O:18][CH:19]([CH3:22])[CH2:20][O:21][N:45]1[C:49](=[O:50])[C:48]2[C:47](=[CH:54][CH:53]=[CH:52][CH:51]=2)[C:46]1=[O:55])([CH3:15])([CH3:16])[CH3:14], predict the reactants needed to synthesize it. (4) Given the product [C:15]([O:20][CH2:21][CH:22]=[O:23])(=[O:19])[CH2:16][CH2:17][CH3:18], predict the reactants needed to synthesize it. The reactants are: O=P12OP3(OP(OP(O3)(O1)=O)(=O)O2)=O.[C:15]([O:20][CH2:21][CH2:22][OH:23])(=[O:19])[CH2:16][CH2:17][CH3:18].CS(C)=O.CCN(CC)CC. (5) Given the product [CH3:30][O:31][C:32]1[CH:39]=[CH:38][C:35]([CH2:36][NH:37][C:2]2[C:3]([N+:9]([O-:11])=[O:10])=[C:4]([CH:5]=[CH:6][CH:7]=2)[NH:12][CH:13]([C:18]2[CH:23]=[CH:22][CH:21]=[CH:20][CH:19]=2)[CH2:14][C:15]([OH:17])=[O:16])=[CH:34][CH:33]=1, predict the reactants needed to synthesize it. The reactants are: F[C:2]1[CH:7]=[CH:6][CH:5]=[C:4](F)[C:3]=1[N+:9]([O-:11])=[O:10].[NH2:12][CH:13]([C:18]1[CH:23]=[CH:22][CH:21]=[CH:20][CH:19]=1)[CH2:14][C:15]([OH:17])=[O:16].C(=O)([O-])[O-].[K+].[K+].[CH3:30][O:31][C:32]1[CH:39]=[CH:38][C:35]([CH2:36][NH2:37])=[CH:34][CH:33]=1. (6) Given the product [Cl:16][C:14]1[CH:15]=[C:10]2[NH:9][C@@H:7]([CH3:8])[CH2:6][N:11]2[C:12](=[O:19])[N:13]=1, predict the reactants needed to synthesize it. The reactants are: CS(O[CH2:6][C@@H:7]([NH:9][C:10]1[CH:15]=[C:14]([Cl:16])[N:13]=[C:12](Cl)[N:11]=1)[CH3:8])(=O)=O.C(=O)([O-])[O-:19].[K+].[K+].